This data is from Catalyst prediction with 721,799 reactions and 888 catalyst types from USPTO. The task is: Predict which catalyst facilitates the given reaction. (1) Reactant: [CH3:1][N:2]1[C:6]2=[N:7][CH:8]=[CH:9][CH:10]=[C:5]2[N:4]=[C:3]1S(C)(=O)=O.[OH:15][C:16]1[CH:21]=[CH:20][C:19]([N:22]2[C:26]3=[N:27][CH:28]=[C:29]([CH3:31])[CH:30]=[C:25]3[N:24]([CH:32]([CH3:34])[CH3:33])[C:23]2=[O:35])=[CH:18][CH:17]=1.[H-].[Na+].O. Product: [CH3:31][C:29]1[CH:30]=[C:25]2[N:24]([CH:32]([CH3:33])[CH3:34])[C:23](=[O:35])[N:22]([C:19]3[CH:18]=[CH:17][C:16]([O:15][C:3]4[N:2]([CH3:1])[C:6]5=[N:7][CH:8]=[CH:9][CH:10]=[C:5]5[N:4]=4)=[CH:21][CH:20]=3)[C:26]2=[N:27][CH:28]=1. The catalyst class is: 3. (2) The catalyst class is: 2. Product: [N:22]1([C:20]([C:11]2([C:14]3[CH:19]=[CH:18][CH:17]=[CH:16][CH:15]=3)[CH2:10][CH2:9][NH:8][CH2:13][CH2:12]2)=[O:21])[CH2:27][CH2:26][O:25][CH2:24][CH2:23]1. Reactant: C(OC([N:8]1[CH2:13][CH2:12][C:11]([C:20]([N:22]2[CH2:27][CH2:26][O:25][CH2:24][CH2:23]2)=[O:21])([C:14]2[CH:19]=[CH:18][CH:17]=[CH:16][CH:15]=2)[CH2:10][CH2:9]1)=O)(C)(C)C.FC(F)(F)C(O)=O.[OH-].[Na+]. (3) Reactant: [CH2:1]([C:5]1[C:9]([C:10]2[CH:15]=[CH:14][C:13]([CH3:16])=[CH:12][CH:11]=2)=[C:8]([NH2:17])[NH:7][N:6]=1)[CH2:2][CH2:3][CH3:4].[F:18][C:19]1[CH:24]=[CH:23][C:22]([C:25](=O)[CH2:26][C:27](OCC)=[O:28])=[CH:21][CH:20]=1. Product: [CH2:1]([C:5]1[C:9]([C:10]2[CH:11]=[CH:12][C:13]([CH3:16])=[CH:14][CH:15]=2)=[C:8]2[NH:17][C:27](=[O:28])[CH:26]=[C:25]([C:22]3[CH:23]=[CH:24][C:19]([F:18])=[CH:20][CH:21]=3)[N:7]2[N:6]=1)[CH2:2][CH2:3][CH3:4]. The catalyst class is: 17. (4) Reactant: C(OP([CH:9]([CH2:15][CH3:16])[C:10]([O:12][CH2:13][CH3:14])=[O:11])(OCC)=O)C.[H-].[Na+].[F:19][C:20]([F:31])([F:30])[O:21][C:22]1[CH:29]=[CH:28][C:25]([CH:26]=O)=[CH:24][CH:23]=1.O. Product: [F:19][C:20]([F:30])([F:31])[O:21][C:22]1[CH:29]=[CH:28][C:25]([CH:26]=[C:9]([CH2:15][CH3:16])[C:10]([O:12][CH2:13][CH3:14])=[O:11])=[CH:24][CH:23]=1. The catalyst class is: 7. (5) Reactant: C([O:8][C:9]1[CH:17]=[C:16]2[C:12]([CH:13]=[CH:14][N:15]2[C:18]2[N:22]([CH3:23])[N:21]=[C:20]([CH3:24])[C:19]=2/[CH:25]=[CH:26]/[C:27]([NH:29][S:30]([CH2:33][CH2:34][CH2:35][CH2:36][CH3:37])(=[O:32])=[O:31])=[O:28])=[CH:11][CH:10]=1)C1C=CC=CC=1.B(Br)(Br)Br. Product: [OH:8][C:9]1[CH:17]=[C:16]2[C:12]([CH:13]=[CH:14][N:15]2[C:18]2[N:22]([CH3:23])[N:21]=[C:20]([CH3:24])[C:19]=2/[CH:25]=[CH:26]/[C:27]([NH:29][S:30]([CH2:33][CH2:34][CH2:35][CH2:36][CH3:37])(=[O:32])=[O:31])=[O:28])=[CH:11][CH:10]=1. The catalyst class is: 4. (6) Reactant: [Br:1][C:2]1[N:3]=[C:4]([NH:11][C:12]2[CH:20]=[CH:19][C:15]([C:16]([OH:18])=O)=[CH:14][CH:13]=2)[C:5]2[N:6]([CH:8]=[CH:9][N:10]=2)[CH:7]=1.F[P-](F)(F)(F)(F)F.N1(O[P+](N(C)C)(N(C)C)N(C)C)C2C=CC=CC=2N=N1.[NH:48]1[CH2:53][CH2:52][O:51][CH2:50][CH2:49]1. Product: [Br:1][C:2]1[N:3]=[C:4]([NH:11][C:12]2[CH:13]=[CH:14][C:15]([C:16]([N:48]3[CH2:53][CH2:52][O:51][CH2:50][CH2:49]3)=[O:18])=[CH:19][CH:20]=2)[C:5]2[N:6]([CH:8]=[CH:9][N:10]=2)[CH:7]=1. The catalyst class is: 6. (7) Product: [Cl:8][C:3]1[C:2]([NH:1][C:14](=[O:15])[C:13]2[CH:17]=[CH:18][CH:19]=[CH:20][C:12]=2[N+:9]([O-:11])=[O:10])=[CH:7][CH:6]=[CH:5][N:4]=1. The catalyst class is: 17. Reactant: [NH2:1][C:2]1[C:3]([Cl:8])=[N:4][CH:5]=[CH:6][CH:7]=1.[N+:9]([C:12]1[CH:20]=[CH:19][CH:18]=[CH:17][C:13]=1[C:14](Cl)=[O:15])([O-:11])=[O:10].O. (8) Reactant: [H-].[Na+].[C:3]([O:7][C:8]([N:10]1[CH2:15][CH2:14][C:13]([C:24]2[CH:29]=[CH:28][C:27]([I:30])=[CH:26][CH:25]=2)([CH2:16][NH:17][C:18](=[O:23])[C:19]([F:22])([F:21])[F:20])[CH2:12][CH2:11]1)=[O:9])([CH3:6])([CH3:5])[CH3:4].[CH3:31]I. Product: [C:3]([O:7][C:8]([N:10]1[CH2:15][CH2:14][C:13]([C:24]2[CH:29]=[CH:28][C:27]([I:30])=[CH:26][CH:25]=2)([CH2:16][N:17]([CH3:31])[C:18](=[O:23])[C:19]([F:22])([F:21])[F:20])[CH2:12][CH2:11]1)=[O:9])([CH3:6])([CH3:4])[CH3:5]. The catalyst class is: 31. (9) Reactant: [NH:1]1[C:9]2[C:4](=[CH:5][CH:6]=[CH:7][CH:8]=2)[C:3]([C:10](=O)[CH2:11][C:12]#[N:13])=[CH:2]1.O.[NH2:16][NH2:17]. Product: [NH:1]1[C:9]2[C:4](=[CH:5][CH:6]=[CH:7][CH:8]=2)[C:3]([C:10]2[CH:11]=[C:12]([NH2:13])[NH:16][N:17]=2)=[CH:2]1. The catalyst class is: 14. (10) Product: [Br:1][C:2]1[C:10]2[S:9][N:8]=[N:7][C:6]=2[CH:5]=[C:4]([I:12])[CH:3]=1. The catalyst class is: 1. Reactant: [Br:1][C:2]1[CH:3]=[C:4]([I:12])[C:5](N)=[C:6]2[C:10]=1[S:9][N:8]=[N:7]2.N(OC(C)(C)C)=O.